Dataset: Full USPTO retrosynthesis dataset with 1.9M reactions from patents (1976-2016). Task: Predict the reactants needed to synthesize the given product. (1) The reactants are: [Cl:1][C:2]1[C:3]([C:25]([O:27]CC)=O)=[CH:4][C:5]([F:24])=[C:6]([CH:23]=1)[O:7][CH2:8][CH:9]1[CH2:13][O:12][C:11]([CH3:15])([CH3:14])[N:10]1[C:16]([O:18][C:19]([CH3:22])([CH3:21])[CH3:20])=[O:17].O.[NH2:31][NH2:32]. Given the product [Cl:1][C:2]1[C:3]([C:25]([NH:31][NH2:32])=[O:27])=[CH:4][C:5]([F:24])=[C:6]([CH:23]=1)[O:7][CH2:8][CH:9]1[CH2:13][O:12][C:11]([CH3:15])([CH3:14])[N:10]1[C:16]([O:18][C:19]([CH3:22])([CH3:21])[CH3:20])=[O:17], predict the reactants needed to synthesize it. (2) Given the product [F:13][C:10]1[CH:11]=[C:12]2[C:7](=[CH:8][CH:9]=1)[NH:6][CH:5]=[C:4]2[CH2:3][CH2:2][N:14]1[C:18]2[CH:19]=[CH:20][CH:21]=[CH:22][C:17]=2[N:16]=[CH:15]1, predict the reactants needed to synthesize it. The reactants are: Br[CH2:2][CH2:3][C:4]1[C:12]2[C:7](=[CH:8][CH:9]=[C:10]([F:13])[CH:11]=2)[NH:6][CH:5]=1.[N:14]1[C:18]2[CH:19]=[CH:20][CH:21]=[CH:22][C:17]=2[NH:16][CH:15]=1.C(N(C(C)C)C(C)C)C. (3) Given the product [C:27]([OH:34])(=[O:33])/[CH:28]=[CH:29]\[C:30]([OH:32])=[O:31].[N:1]1([CH2:8][CH2:9][N:10]2[C:14]3=[N:15][CH:16]=[N:17][C:18]([NH:19][C:20]([NH:22][CH2:23][CH2:24][CH2:25][CH3:26])=[S:21])=[C:13]3[CH:12]=[N:11]2)[CH2:2][CH2:3][CH2:4][CH2:5][CH2:6][CH2:7]1, predict the reactants needed to synthesize it. The reactants are: [N:1]1([CH2:8][CH2:9][N:10]2[C:14]3=[N:15][CH:16]=[N:17][C:18]([NH:19][C:20]([NH:22][CH2:23][CH2:24][CH2:25][CH3:26])=[S:21])=[C:13]3[CH:12]=[N:11]2)[CH2:7][CH2:6][CH2:5][CH2:4][CH2:3][CH2:2]1.[C:27]([OH:34])(=[O:33])/[CH:28]=[CH:29]\[C:30]([OH:32])=[O:31]. (4) Given the product [S:8]([OH:39])([O:11][N:12]1[C:18](=[O:19])[N:17]2[CH2:20][C@H:13]1[CH2:14][CH2:15][C@H:16]2[C:21]1[S:22][C:23]([CH:26]2[CH2:31][CH2:30][NH:29][CH2:28][CH2:27]2)=[N:24][N:25]=1)(=[O:9])=[O:10], predict the reactants needed to synthesize it. The reactants are: C(O)(C(F)(F)F)=O.[S:8]([O-:39])([O:11][N:12]1[C:18](=[O:19])[N:17]2[CH2:20][C@H:13]1[CH2:14][CH2:15][C@H:16]2[C:21]1[S:22][C:23]([CH:26]2[CH2:31][CH2:30][N:29](C(OC(C)(C)C)=O)[CH2:28][CH2:27]2)=[N:24][N:25]=1)(=[O:10])=[O:9].[Na+].